Dataset: Reaction yield outcomes from USPTO patents with 853,638 reactions. Task: Predict the reaction yield, written as a fraction of the theoretical maximum amount of product (1.0 means a 100% yield; for example, 0.34 means a 34% yield). The reactants are [N:1]12[CH2:8][CH2:7][C:4]([C:9]([C:17]3[CH:22]=[CH:21][CH:20]=[CH:19][CH:18]=3)([C:11]3[CH:16]=[CH:15][CH:14]=[CH:13][CH:12]=3)[OH:10])([CH2:5][CH2:6]1)[CH2:3][CH2:2]2.[Br:23][CH2:24][CH2:25][CH2:26][CH3:27]. The catalyst is CC#N. The product is [Br-:23].[CH2:24]([N+:1]12[CH2:6][CH2:5][C:4]([C:9]([OH:10])([C:17]3[CH:22]=[CH:21][CH:20]=[CH:19][CH:18]=3)[C:11]3[CH:12]=[CH:13][CH:14]=[CH:15][CH:16]=3)([CH2:3][CH2:2]1)[CH2:7][CH2:8]2)[CH2:25][CH2:26][CH3:27]. The yield is 0.707.